Dataset: Forward reaction prediction with 1.9M reactions from USPTO patents (1976-2016). Task: Predict the product of the given reaction. (1) Given the reactants [CH3:1][O:2][C:3]1[CH:4]=[C:5]([N:12]2[CH2:18][CH2:17][CH2:16][NH:15][CH2:14][CH2:13]2)[CH:6]=[CH:7][C:8]=1[N+:9]([O-:11])=[O:10].C(O)(C(F)(F)F)=O.C(N(CC)CC)C.[CH3:33][S:34](Cl)(=[O:36])=[O:35], predict the reaction product. The product is: [CH3:1][O:2][C:3]1[CH:4]=[C:5]([N:12]2[CH2:18][CH2:17][CH2:16][N:15]([S:34]([CH3:33])(=[O:36])=[O:35])[CH2:14][CH2:13]2)[CH:6]=[CH:7][C:8]=1[N+:9]([O-:11])=[O:10]. (2) Given the reactants [CH2:1]([O:4][C:5]([C:7]1[C:13]2[NH:14][C:15]3[CH:16]=[C:17]([F:21])[CH:18]=[CH:19][C:20]=3[C:12]=2[CH2:11][CH:10]([CH3:22])[NH:9][CH:8]=1)=[O:6])[CH2:2][CH3:3].[F:23][C:24]1[CH:32]=[CH:31][C:27]([C:28](Cl)=[O:29])=[CH:26][CH:25]=1, predict the reaction product. The product is: [F:23][C:24]1[CH:32]=[CH:31][C:27]([C:28]([N:9]2[CH:10]([CH3:22])[CH2:11][C:12]3[C:20]4[CH:19]=[CH:18][C:17]([F:21])=[CH:16][C:15]=4[NH:14][C:13]=3[C:7]([C:5]([O:4][CH2:1][CH2:2][CH3:3])=[O:6])=[CH:8]2)=[O:29])=[CH:26][CH:25]=1. (3) The product is: [F:15][C:12]1[CH:11]=[CH:10][C:9]([CH2:8][C:6]2[CH:7]=[C:2]([NH:1][CH2:34][CH2:33][N:22]([CH3:21])[C:23]([O:24][CH2:25][C:26]3[CH:31]=[CH:30][CH:29]=[CH:28][CH:27]=3)=[O:32])[C:3]([C:16]([O:18][CH2:19][CH3:20])=[O:17])=[N:4][CH:5]=2)=[CH:14][CH:13]=1. Given the reactants [NH2:1][C:2]1[C:3]([C:16]([O:18][CH2:19][CH3:20])=[O:17])=[N:4][CH:5]=[C:6]([CH2:8][C:9]2[CH:14]=[CH:13][C:12]([F:15])=[CH:11][CH:10]=2)[CH:7]=1.[CH3:21][N:22]([CH2:33][CH:34]=O)[C:23](=[O:32])[O:24][CH2:25][C:26]1[CH:31]=[CH:30][CH:29]=[CH:28][CH:27]=1.C(O[BH-](OC(=O)C)OC(=O)C)(=O)C.[Na+], predict the reaction product. (4) The product is: [C:14]([O:17][C:18](=[O:19])[NH:20][CH:21]1[CH2:26][CH2:25][N:24]([C:2]2[CH:3]=[C:4]([CH3:12])[C:5]([N+:9]([O-:11])=[O:10])=[C:6]([NH2:8])[CH:7]=2)[CH2:23][CH2:22]1)([CH3:16])([CH3:13])[CH3:15]. Given the reactants F[C:2]1[CH:3]=[C:4]([CH3:12])[C:5]([N+:9]([O-:11])=[O:10])=[C:6]([NH2:8])[CH:7]=1.[CH3:13][C:14]([O:17][C:18]([NH:20][CH:21]1[CH2:26][CH2:25][NH:24][CH2:23][CH2:22]1)=[O:19])([CH3:16])[CH3:15].C(N(C(C)C)CC)(C)C.C([O-])(O)=O.[Na+], predict the reaction product. (5) Given the reactants [CH3:1][CH:2]([CH3:38])[C@@H:3]([N:8]1[CH2:16][C:15]2[C:10](=[CH:11][CH:12]=[C:13]([C:17]3[CH:22]=[CH:21][C:20]([NH:23][C:24]([NH:26][C:27]4[CH:32]=[CH:31][CH:30]=[C:29]([C:33]([F:36])([F:35])[F:34])[CH:28]=4)=[O:25])=[CH:19][CH:18]=3)[CH:14]=2)[C:9]1=[O:37])[C:4]([O:6][CH3:7])=[O:5].Br[C:40]1[CH:41]=C2C(=C[CH:48]=1)C(=O)N(C1(C(OC)=O)CCCC1)C2.CC1(C)C(C)(C)OB(C2C=CC(NC(NC3C=CC=C(C(F)(F)F)C=3)=O)=CC=2)O1, predict the reaction product. The product is: [O:37]=[C:9]1[C:10]2[C:15](=[CH:14][C:13]([C:17]3[CH:18]=[CH:19][C:20]([NH:23][C:24]([NH:26][C:27]4[CH:32]=[CH:31][CH:30]=[C:29]([C:33]([F:36])([F:34])[F:35])[CH:28]=4)=[O:25])=[CH:21][CH:22]=3)=[CH:12][CH:11]=2)[CH2:16][N:8]1[C@@H:3]([C:2]1[CH:38]=[CH:41][CH:40]=[CH:48][CH:1]=1)[C:4]([O:6][CH3:7])=[O:5]. (6) Given the reactants [CH3:1][O:2][CH2:3][C:4]1([OH:14])[CH2:13][CH2:12][C:7]2([O:11][CH2:10][CH2:9][O:8]2)[CH2:6][CH2:5]1.[H-].[Na+].I[CH3:18].O, predict the reaction product. The product is: [CH3:18][O:14][C:4]1([CH2:3][O:2][CH3:1])[CH2:13][CH2:12][C:7]2([O:8][CH2:9][CH2:10][O:11]2)[CH2:6][CH2:5]1. (7) Given the reactants [Cl:1][C:2]1[CH:3]=[C:4]([S:15]([NH2:18])(=[O:17])=[O:16])[CH:5]=[N:6][C:7]=1[O:8][CH2:9][C@@H:10]1[CH2:14][CH2:13][NH:12][CH2:11]1.[F:19][CH:20]([F:23])[CH2:21]I.C([O-])([O-])=O.[Na+].[Na+], predict the reaction product. The product is: [Cl:1][C:2]1[CH:3]=[C:4]([S:15]([NH2:18])(=[O:16])=[O:17])[CH:5]=[N:6][C:7]=1[O:8][CH2:9][C@@H:10]1[CH2:14][CH2:13][N:12]([CH2:21][CH:20]([F:23])[F:19])[CH2:11]1. (8) Given the reactants CC1(C)C(C)(C)OB([C:9]2[CH2:10][C:11]([CH3:18])([CH3:17])[S:12][C:13]([CH3:16])([CH3:15])[CH:14]=2)O1.Br[C:21]1[CH:26]=[CH:25][C:24]([N+:27]([O-:29])=[O:28])=[CH:23][N:22]=1, predict the reaction product. The product is: [N+:27]([C:24]1[CH:25]=[CH:26][C:21]([C:9]2[CH2:10][C:11]([CH3:18])([CH3:17])[S:12][C:13]([CH3:15])([CH3:16])[CH:14]=2)=[N:22][CH:23]=1)([O-:29])=[O:28]. (9) Given the reactants [CH3:1][S:2](Cl)(=[O:4])=[O:3].[Cl:6][C:7]1[CH:12]=[CH:11][C:10]([CH:13]2[CH:18]([OH:19])[CH2:17][CH2:16][O:15][CH2:14]2)=[CH:9][CH:8]=1, predict the reaction product. The product is: [CH3:1][S:2]([O:19][CH:18]1[CH2:17][CH2:16][O:15][CH2:14][CH:13]1[C:10]1[CH:11]=[CH:12][C:7]([Cl:6])=[CH:8][CH:9]=1)(=[O:4])=[O:3].